Dataset: Peptide-MHC class I binding affinity with 185,985 pairs from IEDB/IMGT. Task: Regression. Given a peptide amino acid sequence and an MHC pseudo amino acid sequence, predict their binding affinity value. This is MHC class I binding data. (1) The peptide sequence is RTRFFCIPK. The MHC is HLA-A30:01 with pseudo-sequence HLA-A30:01. The binding affinity (normalized) is 0.948. (2) The peptide sequence is LMRNHLRDL. The MHC is HLA-B15:01 with pseudo-sequence HLA-B15:01. The binding affinity (normalized) is 0.626. (3) The peptide sequence is RMATMLEYVR. The MHC is Patr-A0101 with pseudo-sequence Patr-A0101. The binding affinity (normalized) is 0.397. (4) The peptide sequence is CADGTRHTY. The MHC is HLA-B58:01 with pseudo-sequence HLA-B58:01. The binding affinity (normalized) is 0.344. (5) The peptide sequence is LEARVNLSV. The MHC is HLA-A02:12 with pseudo-sequence HLA-A02:12. The binding affinity (normalized) is 0.0847. (6) The peptide sequence is FPYEGGKVF. The MHC is HLA-B51:01 with pseudo-sequence HLA-B51:01. The binding affinity (normalized) is 0.481. (7) The peptide sequence is VLYGPDTPI. The MHC is HLA-A68:02 with pseudo-sequence HLA-A68:02. The binding affinity (normalized) is 0.149.